This data is from Reaction yield outcomes from USPTO patents with 853,638 reactions. The task is: Predict the reaction yield, written as a fraction of the theoretical maximum amount of product (1.0 means a 100% yield; for example, 0.34 means a 34% yield). The reactants are [O:1]1[CH2:6][CH2:5][N:4]([C:7](=[O:23])[CH2:8][O:9][CH:10]2[CH2:15][CH2:14][N:13](C(OC(C)(C)C)=O)[CH2:12][CH2:11]2)[CH2:3][CH2:2]1.CC(O)C. No catalyst specified. The product is [O:1]1[CH2:6][CH2:5][N:4]([C:7](=[O:23])[CH2:8][O:9][CH:10]2[CH2:15][CH2:14][NH:13][CH2:12][CH2:11]2)[CH2:3][CH2:2]1. The yield is 0.561.